This data is from Forward reaction prediction with 1.9M reactions from USPTO patents (1976-2016). The task is: Predict the product of the given reaction. (1) Given the reactants [Si]([O:8][C@@H:9]1[C@H:13]([O:14][Si](C(C)(C)C)(C)C)[C@@H:12]([CH2:22][O:23][Si](C(C)(C)C)(C)C)[O:11][C@H:10]1[N:31]1[C:40]2[N:39]=[CH:38][N:37]=[C:35]([NH2:36])[C:34]=2[N:33]=[C:32]1[NH:41][CH2:42][C:43]1[CH:48]=[CH:47][C:46]([C:49]2[CH:54]=[CH:53][CH:52]=[C:51]([C:55](OC)=[O:56])[CH:50]=2)=[CH:45][CH:44]=1)(C(C)(C)C)(C)C.[Li].C(OCC)(=O)C.S(=O)(=O)(O)O, predict the reaction product. The product is: [OH:56][CH2:55][C:51]1[CH:50]=[C:49]([C:46]2[CH:47]=[CH:48][C:43]([CH2:42][NH:41][C:32]3[N:31]([C:40]4[N:39]=[CH:38][N:37]=[C:35]([NH2:36])[C:34]=4[N:33]=3)[C@@H:10]3[O:11][C@H:12]([CH2:22][OH:23])[C@@H:13]([OH:14])[C@H:9]3[OH:8])=[CH:44][CH:45]=2)[CH:54]=[CH:53][CH:52]=1. (2) Given the reactants [F:1][C:2]1[CH:10]=[CH:9][CH:8]=[CH:7][C:3]=1[C:4]([OH:6])=O.[F:11][C:12]1([F:27])[CH2:17][CH2:16][C:15]([CH2:25][NH2:26])([C:18]2[CH:19]=[N:20][C:21]([F:24])=[CH:22][CH:23]=2)[CH2:14][CH2:13]1, predict the reaction product. The product is: [F:27][C:12]1([F:11])[CH2:13][CH2:14][C:15]([CH2:25][NH:26][C:4](=[O:6])[C:3]2[CH:7]=[CH:8][CH:9]=[CH:10][C:2]=2[F:1])([C:18]2[CH:19]=[N:20][C:21]([F:24])=[CH:22][CH:23]=2)[CH2:16][CH2:17]1.